From a dataset of CYP3A4 inhibition data for predicting drug metabolism from PubChem BioAssay. Regression/Classification. Given a drug SMILES string, predict its absorption, distribution, metabolism, or excretion properties. Task type varies by dataset: regression for continuous measurements (e.g., permeability, clearance, half-life) or binary classification for categorical outcomes (e.g., BBB penetration, CYP inhibition). Dataset: cyp3a4_veith. (1) The compound is Cc1c(Cl)cc(C(C)(C)C)c(O)c1Cc1c(C)c(Cl)cc(C(C)(C)C)c1O. The result is 0 (non-inhibitor). (2) The molecule is CCOC(=O)N/N=C1/C[C@@H](O)[C@@H](O)[C@@H]2[C@@H]3C(=O)N(C4CCCCC4)C(=O)[C@H]3CC[C@@H]12. The result is 0 (non-inhibitor). (3) The molecule is C=CCNc1nc(Cl)nc(Nc2ccc(OC)cc2)n1. The result is 1 (inhibitor). (4) The molecule is Cl.NCCCCCc1nnc(SCc2ccc(Cl)cc2Cl)o1. The result is 1 (inhibitor). (5) The drug is Cc1ccc(CCN2CC(C(=O)NC3CCCC3)CC2=O)cc1. The result is 1 (inhibitor). (6) The compound is O=C1NC(=S)NC(=O)C1=Cc1cccc2cc3ccccc3cc12. The result is 0 (non-inhibitor). (7) The molecule is COc1ccccc1-c1cncnc1NCc1ccccc1. The result is 1 (inhibitor).